This data is from Reaction yield outcomes from USPTO patents with 853,638 reactions. The task is: Predict the reaction yield, written as a fraction of the theoretical maximum amount of product (1.0 means a 100% yield; for example, 0.34 means a 34% yield). (1) The reactants are [CH3:1][C:2]([CH3:32])([CH3:31])[C:3]#[C:4][C:5]1[S:9][C:8]([C:10]([OH:12])=[O:11])=[C:7]([N:13]([CH2:23][CH2:24][P:25]([O:28]CC)([CH3:27])=[O:26])[C:14]([CH:16]2[CH2:21][CH2:20][CH:19]([CH3:22])[CH2:18][CH2:17]2)=[O:15])[CH:6]=1.[Si](I)(C)(C)C.N1C(C)=CC=CC=1C. The catalyst is C(#N)C. The product is [CH3:31][C:2]([CH3:1])([CH3:32])[C:3]#[C:4][C:5]1[S:9][C:8]([C:10]([OH:12])=[O:11])=[C:7]([N:13]([CH2:23][CH2:24][P:25]([OH:28])([CH3:27])=[O:26])[C:14]([CH:16]2[CH2:17][CH2:18][CH:19]([CH3:22])[CH2:20][CH2:21]2)=[O:15])[CH:6]=1. The yield is 0.360. (2) The reactants are [H-].[Na+].[CH2:3]([O:5][C:6]1[CH:13]=[CH:12][C:9]([CH:10]=O)=[CH:8][CH:7]=1)[CH3:4].P(=O)([O-])[O-].[C@H:18](O)([C:24]([O-:26])=[O:25])[C@@H:18](O)[C:24]([O-:26])=[O:25].[Na+].[K+].[CH2:30]1COCC1. The catalyst is C1(C)C=CC=CC=1.O.C(Cl)Cl. The product is [CH2:3]([O:5][C:6]1[CH:13]=[CH:12][C:9](/[CH:10]=[CH:18]/[C:24]([O:26][CH3:30])=[O:25])=[CH:8][CH:7]=1)[CH3:4]. The yield is 0.950. (3) The yield is 0.250. The reactants are Cl.[NH2:2][C:3]1[C:8]2=[C:9]([C:19]3[CH:20]=[CH:21][C:22]4[C:26]([CH:27]=3)=[N:25][N:24]([CH2:28][C:29]3[CH:34]=[CH:33][CH:32]=[CH:31][CH:30]=3)[CH:23]=4)[CH:10]=[C:11]([C:12]([CH:14]3[CH2:18][CH2:17][NH:16][CH2:15]3)=[O:13])[N:7]2[N:6]=[CH:5][N:4]=1.C(N(CC)CC)C.[CH3:42][S:43](Cl)(=[O:45])=[O:44]. The catalyst is ClCCl. The product is [NH2:2][C:3]1[C:8]2=[C:9]([C:19]3[CH:20]=[CH:21][C:22]4[C:26]([CH:27]=3)=[N:25][N:24]([CH2:28][C:29]3[CH:30]=[CH:31][CH:32]=[CH:33][CH:34]=3)[CH:23]=4)[CH:10]=[C:11]([C:12]([CH:14]3[CH2:18][CH2:17][N:16]([S:43]([CH3:42])(=[O:45])=[O:44])[CH2:15]3)=[O:13])[N:7]2[N:6]=[CH:5][N:4]=1. (4) The reactants are CC1(C)CCC[C:4](C)(C)[NH:3]1.C([Li])CCC.[Br:16][C:17]1[CH:25]=[CH:24][C:20]([C:21]([OH:23])=O)=[CH:19][N:18]=1.Cl.[NH2:27]N. The catalyst is C1COCC1.CN(C=O)C. The product is [Br:16][C:17]1[N:18]=[CH:19][C:20]2[C:21](=[O:23])[NH:27][N:3]=[CH:4][C:24]=2[CH:25]=1. The yield is 0.120. (5) The reactants are [OH-].[Na+].O1CCCC1CO.C([O:13][CH2:14][CH2:15][C@@:16]1([O:57][CH2:58][C:59]2[CH:64]=[CH:63][CH:62]=[CH:61][CH:60]=2)[C@@:20]([CH2:30][O:31][S:32]([C:35]2[CH:40]=[CH:39][C:38]([CH3:41])=[CH:37][CH:36]=2)(=[O:34])=[O:33])([CH2:21][O:22][CH2:23][C:24]2[CH:29]=[CH:28][CH:27]=[CH:26][CH:25]=2)[O:19][C@@H:18]([N:42]2[CH:49]=[C:48]([CH3:50])[C:46](=[O:47])[NH:45][C:43]2=[O:44])[C@@H:17]1[O:51][CH2:52][CH:53]([O:55][CH3:56])[CH3:54])(=O)C. The catalyst is O. The product is [CH2:58]([O:57][C@:16]1([CH2:15][CH2:14][OH:13])[C@@:20]([CH2:30][O:31][S:32]([C:35]2[CH:40]=[CH:39][C:38]([CH3:41])=[CH:37][CH:36]=2)(=[O:34])=[O:33])([CH2:21][O:22][CH2:23][C:24]2[CH:29]=[CH:28][CH:27]=[CH:26][CH:25]=2)[O:19][C@@H:18]([N:42]2[CH:49]=[C:48]([CH3:50])[C:46](=[O:47])[NH:45][C:43]2=[O:44])[C@@H:17]1[O:51][CH2:52][CH:53]([O:55][CH3:56])[CH3:54])[C:59]1[CH:64]=[CH:63][CH:62]=[CH:61][CH:60]=1. The yield is 0.870. (6) The reactants are [ClH:1].O1CCOCC1.C(OC([N:15]1[CH2:27][C:18]2=[C:19]3[N:24]([N:25]=[C:17]2[CH2:16]1)[CH:23]=[C:22]([Br:26])[CH:21]=[N:20]3)=O)(C)(C)C. No catalyst specified. The product is [ClH:1].[Br:26][C:22]1[CH:21]=[N:20][C:19]2[N:24]([N:25]=[C:17]3[CH2:16][NH:15][CH2:27][C:18]3=2)[CH:23]=1. The yield is 0.960.